Dataset: NCI-60 drug combinations with 297,098 pairs across 59 cell lines. Task: Regression. Given two drug SMILES strings and cell line genomic features, predict the synergy score measuring deviation from expected non-interaction effect. (1) Drug 1: C1C(C(OC1N2C=C(C(=O)NC2=O)F)CO)O. Drug 2: C1C(C(OC1N2C=NC(=NC2=O)N)CO)O. Cell line: RXF 393. Synergy scores: CSS=9.25, Synergy_ZIP=-2.35, Synergy_Bliss=0.730, Synergy_Loewe=2.72, Synergy_HSA=3.18. (2) Drug 1: CNC(=O)C1=NC=CC(=C1)OC2=CC=C(C=C2)NC(=O)NC3=CC(=C(C=C3)Cl)C(F)(F)F. Synergy scores: CSS=1.49, Synergy_ZIP=1.39, Synergy_Bliss=2.41, Synergy_Loewe=1.19, Synergy_HSA=-0.154. Cell line: SK-MEL-28. Drug 2: C1C(C(OC1N2C=NC(=NC2=O)N)CO)O. (3) Drug 1: CCC1(CC2CC(C3=C(CCN(C2)C1)C4=CC=CC=C4N3)(C5=C(C=C6C(=C5)C78CCN9C7C(C=CC9)(C(C(C8N6C=O)(C(=O)OC)O)OC(=O)C)CC)OC)C(=O)OC)O.OS(=O)(=O)O. Drug 2: CC1CCC2CC(C(=CC=CC=CC(CC(C(=O)C(C(C(=CC(C(=O)CC(OC(=O)C3CCCCN3C(=O)C(=O)C1(O2)O)C(C)CC4CCC(C(C4)OC)O)C)C)O)OC)C)C)C)OC. Cell line: RXF 393. Synergy scores: CSS=12.6, Synergy_ZIP=-3.93, Synergy_Bliss=0.975, Synergy_Loewe=0.0892, Synergy_HSA=0.353. (4) Drug 1: C1=CC(=CC=C1CCCC(=O)O)N(CCCl)CCCl. Drug 2: C1=NC2=C(N=C(N=C2N1C3C(C(C(O3)CO)O)F)Cl)N. Cell line: UO-31. Synergy scores: CSS=31.7, Synergy_ZIP=-10.1, Synergy_Bliss=-6.17, Synergy_Loewe=-10.4, Synergy_HSA=-3.62. (5) Drug 1: CS(=O)(=O)C1=CC(=C(C=C1)C(=O)NC2=CC(=C(C=C2)Cl)C3=CC=CC=N3)Cl. Drug 2: COC1=NC(=NC2=C1N=CN2C3C(C(C(O3)CO)O)O)N. Cell line: HOP-92. Synergy scores: CSS=6.27, Synergy_ZIP=-1.66, Synergy_Bliss=-1.35, Synergy_Loewe=-2.09, Synergy_HSA=-2.02.